This data is from Full USPTO retrosynthesis dataset with 1.9M reactions from patents (1976-2016). The task is: Predict the reactants needed to synthesize the given product. (1) Given the product [Cl:1][C:2]1[CH:3]=[C:4]2[C:9](=[CH:10][C:11]=1[N:12]1[CH2:17][C:16]3[C:18]([CH:25]4[CH2:26][CH2:27]4)=[N:19][C:20]([C:22]4[O:24][CH:36]=[N:38][N:39]=4)=[CH:21][C:15]=3[NH:14][C:13]1=[O:28])[O:8][CH:7]([C:29]1[C:34]([F:35])=[CH:33][CH:32]=[CH:31][N:30]=1)[CH2:6][CH2:5]2, predict the reactants needed to synthesize it. The reactants are: [Cl:1][C:2]1[CH:3]=[C:4]2[C:9](=[CH:10][C:11]=1[N:12]1[CH2:17][C:16]3[C:18]([CH:25]4[CH2:27][CH2:26]4)=[N:19][C:20]([C:22]([OH:24])=O)=[CH:21][C:15]=3[NH:14][C:13]1=[O:28])[O:8][CH:7]([C:29]1[C:34]([F:35])=[CH:33][CH:32]=[CH:31][N:30]=1)[CH2:6][CH2:5]2.[CH:36]([NH:38][NH2:39])=O.C(P1(=O)OP(=O)(CCC)OP(=O)(CCC)O1)CC.C(OCC)(=O)C. (2) Given the product [Br:12][C:13]1[CH:20]=[CH:19][CH:18]=[CH:17][C:14]=1[CH2:15][NH:16][C:25](=[O:26])[CH:24]([O:28][CH2:29][CH3:30])[O:23][CH2:21][CH3:22], predict the reactants needed to synthesize it. The reactants are: CN(C)CCCN=C=NCC.[Br:12][C:13]1[CH:20]=[CH:19][CH:18]=[CH:17][C:14]=1[CH2:15][NH2:16].[CH2:21]([O:23][CH:24]([O:28][CH2:29][CH3:30])[C:25]([O-])=[O:26])[CH3:22].[Na+].O.ON1C2C=CC=CC=2N=N1.CCN(C(C)C)C(C)C. (3) The reactants are: [Br:1][C:2]1[N:6]2[C:7](=[O:13])[CH:8]=[C:9]([CH2:11]Cl)[N:10]=[C:5]2[S:4][C:3]=1[CH3:14].[F:15][C:16]([F:23])([F:22])[C:17]1[CH:21]=[CH:20][NH:19][N:18]=1.C(=O)([O-])[O-].[K+].[K+].[I-].[K+]. Given the product [Br:1][C:2]1[N:6]2[C:7](=[O:13])[CH:8]=[C:9]([CH2:11][N:19]3[CH:20]=[CH:21][C:17]([C:16]([F:23])([F:22])[F:15])=[N:18]3)[N:10]=[C:5]2[S:4][C:3]=1[CH3:14], predict the reactants needed to synthesize it. (4) Given the product [Br:1][C:2]1[CH:3]=[CH:4][C:5]([C:13]([O:15][CH3:21])=[O:14])=[N:6][C:7]=1[S:8][CH2:9][CH:10]([CH3:12])[CH3:11], predict the reactants needed to synthesize it. The reactants are: [Br:1][C:2]1[CH:3]=[CH:4][C:5]([C:13]([OH:15])=[O:14])=[N:6][C:7]=1[S:8][CH2:9][CH:10]([CH3:12])[CH3:11].S(=O)(=O)(O)O.[CH3:21]O. (5) Given the product [CH3:6][O:5][C:4]1[CH:3]=[C:2]([CH:12]=[C:9]([O:10][CH3:11])[C:7]=1[O:8][C:21](=[O:23])[CH3:22])[CH:1]=[CH:14][C:15]([OH:17])=[O:16], predict the reactants needed to synthesize it. The reactants are: [CH:1](=O)[C:2]1[CH:12]=[C:9]([O:10][CH3:11])[C:7]([OH:8])=[C:4]([O:5][CH3:6])[CH:3]=1.[CH3:14][C:15]([O:17]C(C)=O)=[O:16].[C:21]([O-])(=[O:23])[CH3:22].[Na+]. (6) Given the product [NH2:23][C:19]1[CH:18]=[C:17]([C:16]#[C:15][C:12]2[CH:13]=[N:14][C:9]([NH2:8])=[N:10][CH:11]=2)[CH:22]=[N:21][CH:20]=1, predict the reactants needed to synthesize it. The reactants are: C(O)(C(F)(F)F)=O.[NH2:8][C:9]1[N:14]=[CH:13][C:12]([C:15]#[C:16][C:17]2[CH:18]=[C:19]([NH:23]C(=O)OC(C)(C)C)[CH:20]=[N:21][CH:22]=2)=[CH:11][N:10]=1. (7) Given the product [CH3:44][N:45]([CH3:46])[C:47](=[O:48])[C@@H:21]([OH:43])[CH2:22][NH:23][C:9](=[O:10])[O:8][CH2:1][C:2]1[CH:3]=[CH:4][CH:5]=[CH:6][CH:7]=1, predict the reactants needed to synthesize it. The reactants are: [CH2:1]([O:8][C:9](C[C@H](O)C(O)=O)=[O:10])[C:2]1[CH:7]=[CH:6][CH:5]=[CH:4][CH:3]=1.Cl.CNC.[CH3:21][CH2:22][N:23](C(C)C)C(C)C.C(Cl)CCl.C1C=CC2N([OH:43])N=NC=2C=1.[CH3:44][N:45]([CH:47]=[O:48])[CH3:46]. (8) Given the product [CH3:24][CH:23]([N:25]1[CH2:31][CH2:30][CH2:29][N:28]([C:32]([C@H:34]2[CH2:38][CH2:37][N:36]([C:2]3[CH:7]=[CH:6][C:5]([C:8]4[O:12][N:11]=[C:10]([CH3:13])[N:9]=4)=[CH:4][CH:3]=3)[CH2:35]2)=[O:33])[CH2:27][CH2:26]1)[CH3:22], predict the reactants needed to synthesize it. The reactants are: Br[C:2]1[CH:7]=[CH:6][C:5]([C:8]2[O:12][N:11]=[C:10]([CH3:13])[N:9]=2)=[CH:4][CH:3]=1.P([O-])([O-])([O-])=O.[K+].[K+].[K+].[CH3:22][CH:23]([N:25]1[CH2:31][CH2:30][CH2:29][N:28]([C:32]([C@H:34]2[CH2:38][CH2:37][NH:36][CH2:35]2)=[O:33])[CH2:27][CH2:26]1)[CH3:24].C1(P(C2CCCCC2)C2C=CC=CC=2C2C=CC=CC=2N(C)C)CCCCC1. (9) Given the product [CH:1]1([CH2:7][CH2:8][N:9]2[C:13]3[N:14]=[C:15]([C:18]#[N:19])[N:16]=[CH:17][C:12]=3[CH:11]=[C:10]2[CH2:20][N:21]2[C:29]3[C:24](=[CH:25][CH:26]=[CH:27][CH:28]=3)[CH:23]=[CH:22]2)[CH2:6][CH2:5][CH2:4][CH2:3][CH2:2]1, predict the reactants needed to synthesize it. The reactants are: [CH:1]1([CH2:7][CH2:8][N:9]2[C:13]3[N:14]=[C:15]([C:18]#[N:19])[N:16]=[CH:17][C:12]=3[CH:11]=[C:10]2[CH2:20][N:21]2[C:29]3[C:24](=[CH:25][CH:26]=[CH:27][CH:28]=3)[CH2:23][CH2:22]2)[CH2:6][CH2:5][CH2:4][CH2:3][CH2:2]1. (10) Given the product [C:8]([C:5]1[CH:6]=[CH:7][C:2]([C:17]2[S:16][C:15]([NH:18][C:19](=[O:21])[CH3:20])=[N:14][C:13]=2[CH3:12])=[CH:3][C:4]=1[F:11])(=[O:10])[CH3:9], predict the reactants needed to synthesize it. The reactants are: Br[C:2]1[CH:7]=[CH:6][C:5]([C:8](=[O:10])[CH3:9])=[C:4]([F:11])[CH:3]=1.[CH3:12][C:13]1[N:14]=[C:15]([NH:18][C:19](=[O:21])[CH3:20])[S:16][CH:17]=1.C(=O)([O-])[O-].[Cs+].[Cs+].